Predict the reactants needed to synthesize the given product. From a dataset of Full USPTO retrosynthesis dataset with 1.9M reactions from patents (1976-2016). (1) Given the product [Cl:1][C:2]1[C:10]([CH3:11])=[C:9]2[C:5]([CH2:6][CH2:7][CH:8]2[NH2:15])=[CH:4][CH:3]=1, predict the reactants needed to synthesize it. The reactants are: [Cl:1][C:2]1[C:10]([CH3:11])=[C:9]2[C:5]([CH2:6][CH2:7][C:8]2=O)=[CH:4][CH:3]=1.[BH3-]C#[N:15].[Na+]. (2) Given the product [Br:1][C:2]1[CH:3]=[N:4][N:5]2[CH:10]=[CH:9][C:8]([NH:12][CH:13]([CH3:14])[CH2:15][CH2:16][CH2:17][N:18]([CH2:21][CH3:22])[CH2:19][CH3:20])=[N:7][C:6]=12, predict the reactants needed to synthesize it. The reactants are: [Br:1][C:2]1[CH:3]=[N:4][N:5]2[CH:10]=[CH:9][C:8](Cl)=[N:7][C:6]=12.[NH2:12][CH:13]([CH2:15][CH2:16][CH2:17][N:18]([CH2:21][CH3:22])[CH2:19][CH3:20])[CH3:14]. (3) Given the product [Si:32]([O:31][CH2:30][CH2:29][N:20]1[C:21]2[C:17](=[CH:16][C:15]([C:13]([N:10]3[CH2:11][CH2:12][CH:7]([O:6][C:5]4[CH:4]=[CH:3][C:2]([Cl:1])=[CH:25][CH:24]=4)[CH2:8][CH2:9]3)=[O:14])=[CH:23][CH:22]=2)[CH:18]=[CH:19]1)([C:35]([CH3:38])([CH3:37])[CH3:36])([CH3:34])[CH3:33], predict the reactants needed to synthesize it. The reactants are: [Cl:1][C:2]1[CH:25]=[CH:24][C:5]([O:6][CH:7]2[CH2:12][CH2:11][N:10]([C:13]([C:15]3[CH:16]=[C:17]4[C:21](=[CH:22][CH:23]=3)[NH:20][CH:19]=[CH:18]4)=[O:14])[CH2:9][CH2:8]2)=[CH:4][CH:3]=1.[H-].[Na+].Br[CH2:29][CH2:30][O:31][Si:32]([C:35]([CH3:38])([CH3:37])[CH3:36])([CH3:34])[CH3:33].O. (4) Given the product [F:3][C:4]([F:8])([F:7])[CH2:5][O:6][C:10]1[CH:15]=[CH:14][N:13]=[C:12]([C:16]#[N:17])[CH:11]=1, predict the reactants needed to synthesize it. The reactants are: [H-].[Na+].[F:3][C:4]([F:8])([F:7])[CH2:5][OH:6].Cl[C:10]1[CH:15]=[CH:14][N:13]=[C:12]([C:16]#[N:17])[CH:11]=1.[Cl-].[NH4+]. (5) Given the product [F:16][C:13]1[CH:14]=[CH:15][C:10]([C:9]([N:8]2[CH2:6][CH2:7][CH:3]([C:1]#[N:2])[C:4]2=[O:5])=[O:17])=[CH:11][CH:12]=1, predict the reactants needed to synthesize it. The reactants are: [C:1]([C:3]1[CH2:7][CH2:6][O:5][C:4]=1[NH:8][C:9](=[O:17])[C:10]1[CH:15]=[CH:14][C:13]([F:16])=[CH:12][CH:11]=1)#[N:2].[I-].[Na+].